Dataset: Catalyst prediction with 721,799 reactions and 888 catalyst types from USPTO. Task: Predict which catalyst facilitates the given reaction. (1) Reactant: Br[C:2]1[CH:3]=[N:4][CH:5]=[C:6]2[C:11]=1[N:10]=[C:9]([C:12]([NH:14][CH2:15][C:16]1[CH:21]=[CH:20][N:19]=[CH:18][CH:17]=1)=[O:13])[CH:8]=[CH:7]2.[Cl:22][C:23]1[CH:28]=[CH:27][C:26](B(O)O)=[CH:25][CH:24]=1.C(=O)([O-])[O-].[Cs+].[Cs+]. Product: [Cl:22][C:23]1[CH:28]=[CH:27][C:26]([C:2]2[CH:3]=[N:4][CH:5]=[C:6]3[C:11]=2[N:10]=[C:9]([C:12]([NH:14][CH2:15][C:16]2[CH:21]=[CH:20][N:19]=[CH:18][CH:17]=2)=[O:13])[CH:8]=[CH:7]3)=[CH:25][CH:24]=1. The catalyst class is: 688. (2) Reactant: Cl[C:2]1[C:3]2[C:16]3[CH2:17][CH2:18][CH2:19][CH2:20][C:15]=3[S:14][C:4]=2[N:5]=[C:6]([C:8]2[CH:13]=[CH:12][N:11]=[CH:10][CH:9]=2)[N:7]=1.[CH3:21][N:22]([CH3:26])[CH2:23][CH2:24][NH2:25].CCN(CC)CC. Product: [CH3:21][N:22]([CH3:26])[CH2:23][CH2:24][NH:25][C:2]1[C:3]2[C:16]3[CH2:17][CH2:18][CH2:19][CH2:20][C:15]=3[S:14][C:4]=2[N:5]=[C:6]([C:8]2[CH:13]=[CH:12][N:11]=[CH:10][CH:9]=2)[N:7]=1. The catalyst class is: 44. (3) Reactant: [CH3:1][O:2][C:3]1[CH:8]=[CH:7][C:6]([CH3:9])=[CH:5][C:4]=1[NH:10][C:11]([NH:13][C:14]1[CH:15]=[C:16]2[C:21](=[CH:22][CH:23]=1)[CH2:20][NH:19][CH2:18][CH2:17]2)=[O:12].[Cl:24][C:25]1[CH:30]=[CH:29][CH:28]=[C:27]([CH3:31])[C:26]=1[N:32]=[C:33]=[O:34].CO. Product: [Cl:24][C:25]1[CH:30]=[CH:29][CH:28]=[C:27]([CH3:31])[C:26]=1[NH:32][C:33]([N:19]1[CH:18]=[CH:17][C:16]2[C:21](=[CH:22][CH:23]=[C:14]([NH:13][C:11]([NH:10][C:4]3[CH:5]=[C:6]([CH3:9])[CH:7]=[CH:8][C:3]=3[O:2][CH3:1])=[O:12])[CH:15]=2)[CH2:20]1)=[O:34]. The catalyst class is: 7.